From a dataset of Full USPTO retrosynthesis dataset with 1.9M reactions from patents (1976-2016). Predict the reactants needed to synthesize the given product. Given the product [NH2:24]/[C:2](/[CH:12]([CH2:15][CH3:16])[CH2:13][CH3:14])=[C:3](/[C:10]#[N:11])\[C:4]([O:6][CH:7]([CH3:9])[CH3:8])=[O:5], predict the reactants needed to synthesize it. The reactants are: O/[C:2](/[CH:12]([CH2:15][CH3:16])[CH2:13][CH3:14])=[C:3](/[C:10]#[N:11])\[C:4]([O:6][CH:7]([CH3:9])[CH3:8])=[O:5].O=P(Cl)(Cl)Cl.C([N:24](CC)CC)C.